From a dataset of Full USPTO retrosynthesis dataset with 1.9M reactions from patents (1976-2016). Predict the reactants needed to synthesize the given product. (1) Given the product [I-:1].[C:3]([CH2:2][N+:28]1[CH:29]=[CH:30][CH:31]=[C:26]([C:24]([C:21]2[N:22]=[CH:23][N:18]3[CH:17]=[C:16]([C:13]4[C@H:14]([CH3:15])[C@@H:10]5[C@@H:9]([C@H:7]([OH:6])[CH3:8])[C:38](=[O:39])[N:11]5[C:12]=4[C:32]([O:34][CH2:35][CH:36]=[CH2:37])=[O:33])[S:20][C:19]=23)=[O:25])[CH:27]=1)(=[O:4])[NH2:5], predict the reactants needed to synthesize it. The reactants are: [I:1][CH2:2][C:3]([NH2:5])=[O:4].[OH:6][C@@H:7]([C@H:9]1[C:38](=[O:39])[N:11]2[C:12]([C:32]([O:34][CH2:35][CH:36]=[CH2:37])=[O:33])=[C:13]([C:16]3[S:20][C:19]4=[C:21]([C:24]([C:26]5[CH:27]=[N:28][CH:29]=[CH:30][CH:31]=5)=[O:25])[N:22]=[CH:23][N:18]4[CH:17]=3)[C@H:14]([CH3:15])[C@H:10]12)[CH3:8].C(OCC)(=O)C. (2) Given the product [F:29][C:24]1[CH:25]=[CH:26][CH:27]=[CH:28][C:23]=1[CH2:22][N:15]1[C:16]2=[N:17][CH:18]=[CH:19][CH:20]=[C:21]2[C:13]([C:11]2[N:2]=[C:1]([OH:3])[C:4]3[C:5]([N:10]=2)=[N:6][CH:7]=[N:8][CH:9]=3)=[N:14]1, predict the reactants needed to synthesize it. The reactants are: [C:1]([C:4]1[C:5]([NH:10][C:11]([C:13]2[C:21]3[C:16](=[N:17][CH:18]=[CH:19][CH:20]=3)[N:15]([CH2:22][C:23]3[CH:28]=[CH:27][CH:26]=[CH:25][C:24]=3[F:29])[N:14]=2)=O)=[N:6][CH:7]=[N:8][CH:9]=1)(=[O:3])[NH2:2]. (3) Given the product [C:35]1([CH3:45])[CH:36]=[CH:37][C:38]([S:41]([OH:44])(=[O:42])=[O:43])=[CH:39][CH:40]=1.[C:21]([C:17]1[CH:16]=[C:15]([C:14]2[NH:10][N:11]=[C:12]([C:23]3[CH:28]=[CH:27][N:26]=[C:25]([CH3:29])[CH:24]=3)[N:13]=2)[CH:20]=[CH:19][N:18]=1)#[N:22], predict the reactants needed to synthesize it. The reactants are: C(OC[N:10]1[C:14]([C:15]2[CH:20]=[CH:19][N:18]=[C:17]([C:21]#[N:22])[CH:16]=2)=[N:13][C:12]([C:23]2[CH:28]=[CH:27][N:26]=[C:25]([CH3:29])[CH:24]=2)=[N:11]1)C1C=CC=CC=1.CC(O)C.O.[C:35]1([CH3:45])[CH:40]=[CH:39][C:38]([S:41]([OH:44])(=[O:43])=[O:42])=[CH:37][CH:36]=1. (4) Given the product [CH3:21][N:22]([C:27]1[CH:28]=[C:29]([CH:42]=[C:43]([C:45]2[O:12][N:11]=[C:10]([C@@:9]([NH:8][C:6]([O:5][C:1]([CH3:4])([CH3:2])[CH3:3])=[O:7])([CH3:20])[CH2:13][C:14]3[CH:15]=[CH:16][CH:17]=[CH:18][CH:19]=3)[CH:46]=2)[CH:44]=1)[C:30]([NH:32][C@@H:33]([C:35]1[CH:40]=[CH:39][C:38]([F:41])=[CH:37][CH:36]=1)[CH3:34])=[O:31])[S:23]([CH3:26])(=[O:25])=[O:24], predict the reactants needed to synthesize it. The reactants are: [C:1]([O:5][C:6]([NH:8][C@:9]([CH3:20])([CH2:13][C:14]1[CH:19]=[CH:18][CH:17]=[CH:16][CH:15]=1)[CH:10]=[N:11][OH:12])=[O:7])([CH3:4])([CH3:3])[CH3:2].[CH3:21][N:22]([C:27]1[CH:28]=[C:29]([CH:42]=[C:43]([C:45]#[CH:46])[CH:44]=1)[C:30]([NH:32][C@@H:33]([C:35]1[CH:40]=[CH:39][C:38]([F:41])=[CH:37][CH:36]=1)[CH3:34])=[O:31])[S:23]([CH3:26])(=[O:25])=[O:24].C(N(CC)CC)C.